The task is: Predict which catalyst facilitates the given reaction.. This data is from Catalyst prediction with 721,799 reactions and 888 catalyst types from USPTO. (1) Reactant: [Br:1][C:2]1[CH:3]=[C:4]2[C:9](=[CH:10][CH:11]=1)[N:8]=[C:7]([CH2:12][CH:13]([CH3:15])[CH3:14])[C:6]([CH2:16][NH2:17])=[C:5]2[C:18]1[CH:23]=[CH:22][CH:21]=[CH:20][CH:19]=1.[C:24](O[C:24]([O:26][C:27]([CH3:30])([CH3:29])[CH3:28])=[O:25])([O:26][C:27]([CH3:30])([CH3:29])[CH3:28])=[O:25]. Product: [Br:1][C:2]1[CH:3]=[C:4]2[C:9](=[CH:10][CH:11]=1)[N:8]=[C:7]([CH2:12][CH:13]([CH3:15])[CH3:14])[C:6]([CH2:16][NH:17][C:24](=[O:25])[O:26][C:27]([CH3:30])([CH3:29])[CH3:28])=[C:5]2[C:18]1[CH:23]=[CH:22][CH:21]=[CH:20][CH:19]=1. The catalyst class is: 13. (2) Reactant: [F:1][C:2]1([F:27])[CH2:5][N:4]([C:6]2[N:14]=[C:13]([N:15]3[C:19]4[CH:20]=[C:21]([C:24]#[N:25])[CH:22]=[CH:23][C:18]=4[N:17]=[CH:16]3)[N:12]=[C:11]3[C:7]=2[NH:8][C:9](=[O:26])[NH:10]3)[CH2:3]1.[O:28]1[CH2:32][CH2:31][CH:30]([CH2:33]O)[CH2:29]1. Product: [F:27][C:2]1([F:1])[CH2:3][N:4]([C:6]2[N:14]=[C:13]([N:15]3[C:19]4[CH:20]=[C:21]([C:24]#[N:25])[CH:22]=[CH:23][C:18]=4[N:17]=[CH:16]3)[N:12]=[C:11]3[C:7]=2[NH:8][C:9](=[O:26])[N:10]3[CH2:33][CH:30]2[CH2:31][CH2:32][O:28][CH2:29]2)[CH2:5]1. The catalyst class is: 22. (3) Reactant: [OH-].[Li+].[CH3:3][C:4]1[CH:13]=[C:12]([CH3:14])[C:11]2[CH2:10][CH2:9][CH2:8][CH2:7][C:6]=2[C:5]=1[N:15]1[C:19]([C:20]([F:23])([F:22])[F:21])=[N:18][N:17]=[C:16]1[S:24][CH2:25][C:26]([O:28]CC)=[O:27]. Product: [CH3:3][C:4]1[CH:13]=[C:12]([CH3:14])[C:11]2[CH2:10][CH2:9][CH2:8][CH2:7][C:6]=2[C:5]=1[N:15]1[C:19]([C:20]([F:22])([F:21])[F:23])=[N:18][N:17]=[C:16]1[S:24][CH2:25][C:26]([OH:28])=[O:27]. The catalyst class is: 87. (4) Reactant: Cl[C:2]1[C:11]2[C:6](=[CH:7][C:8]([O:14][CH2:15][CH2:16][CH2:17][N:18]3[CH2:22][CH2:21][CH2:20][CH2:19]3)=[C:9]([O:12][CH3:13])[CH:10]=2)[N:5]=[CH:4][N:3]=1.C(=O)([O-])[O-].[K+].[K+].[OH:29][C:30]1[CH:42]=[CH:41][C:40]2[C:39]3[C:34](=[CH:35][CH:36]=[CH:37][CH:38]=3)[NH:33][C:32]=2[CH:31]=1. Product: [CH:31]1[C:32]2[NH:33][C:34]3[C:39](=[CH:38][CH:37]=[CH:36][CH:35]=3)[C:40]=2[CH:41]=[CH:42][C:30]=1[O:29][C:2]1[C:11]2[C:6](=[CH:7][C:8]([O:14][CH2:15][CH2:16][CH2:17][N:18]3[CH2:22][CH2:21][CH2:20][CH2:19]3)=[C:9]([O:12][CH3:13])[CH:10]=2)[N:5]=[CH:4][N:3]=1. The catalyst class is: 3. (5) Reactant: FC(F)(F)C(O)=O.[Cl:8][C:9]1[CH:14]=[CH:13][C:12]([NH:15][C:16](=[O:30])[NH:17][C:18]2[S:26][C:21]3[CH2:22][NH:23][CH2:24][CH2:25][C:20]=3[C:19]=2[C:27]([NH2:29])=[O:28])=[CH:11][CH:10]=1.[C:31]([NH2:35])(=[O:34])[CH:32]=[CH2:33].C(N(C(C)C)CC)(C)C. Product: [NH2:35][C:31](=[O:34])[CH2:32][CH2:33][N:23]1[CH2:24][CH2:25][C:20]2[C:19]([C:27]([NH2:29])=[O:28])=[C:18]([NH:17][C:16]([NH:15][C:12]3[CH:11]=[CH:10][C:9]([Cl:8])=[CH:14][CH:13]=3)=[O:30])[S:26][C:21]=2[CH2:22]1. The catalyst class is: 9.